Dataset: Catalyst prediction with 721,799 reactions and 888 catalyst types from USPTO. Task: Predict which catalyst facilitates the given reaction. (1) Reactant: [C:1]12([NH:11][C:12](=[O:20])[NH:13][CH2:14][CH2:15][CH2:16][C:17]([OH:19])=[O:18])[CH2:10][CH:5]3[CH2:6][CH:7]([CH2:9][CH:3]([CH2:4]3)[CH2:2]1)[CH2:8]2.[C:21]([O-])([O-])=O.[K+].[K+].IC. Product: [CH3:21][O:18][C:17](=[O:19])[CH2:16][CH2:15][CH2:14][NH:13][C:12]([NH:11][C:1]12[CH2:8][CH:7]3[CH2:9][CH:3]([CH2:4][CH:5]([CH2:6]3)[CH2:10]1)[CH2:2]2)=[O:20]. The catalyst class is: 3. (2) Reactant: [NH:1]1[C:5]2[CH:6]=[CH:7][CH:8]=[CH:9][C:4]=2[N:3]=[C:2]1[N:10]([CH2:21][C:22]1[CH:30]=[CH:29][C:25]([C:26]([OH:28])=O)=[CH:24][CH:23]=1)[CH:11]1[CH2:16][CH2:15][CH:14]([C:17]([CH3:20])([CH3:19])[CH3:18])[CH2:13][CH2:12]1.O.[NH:32]1[C:36]([NH2:37])=[N:35][N:34]=[N:33]1.C1C=CC2N(O)N=NC=2C=1.C(Cl)CCl.CCN(C(C)C)C(C)C. Product: [NH:1]1[C:5]2[CH:6]=[CH:7][CH:8]=[CH:9][C:4]=2[N:3]=[C:2]1[N:10]([CH2:21][C:22]1[CH:30]=[CH:29][C:25]([C:26]([NH:37][C:36]2[NH:35][N:34]=[N:33][N:32]=2)=[O:28])=[CH:24][CH:23]=1)[CH:11]1[CH2:12][CH2:13][CH:14]([C:17]([CH3:18])([CH3:20])[CH3:19])[CH2:15][CH2:16]1. The catalyst class is: 3.